The task is: Predict the reaction yield, written as a fraction of the theoretical maximum amount of product (1.0 means a 100% yield; for example, 0.34 means a 34% yield).. This data is from Reaction yield outcomes from USPTO patents with 853,638 reactions. (1) The reactants are C([O:3][C:4](=[O:27])[CH2:5][N:6]1[C:14]2[CH:13]=[CH:12][CH:11]=[CH:10][C:9]=2[C:8]2[CH2:15][CH2:16][N:17]([C:20]([O:22][C:23]([CH3:26])([CH3:25])[CH3:24])=[O:21])[CH2:18][CH2:19][C:7]1=2)C.[OH-].[Na+]. The catalyst is CO. The product is [C:23]([O:22][C:20]([N:17]1[CH2:16][CH2:15][C:8]2[C:9]3[CH:10]=[CH:11][CH:12]=[CH:13][C:14]=3[N:6]([CH2:5][C:4]([OH:27])=[O:3])[C:7]=2[CH2:19][CH2:18]1)=[O:21])([CH3:26])([CH3:24])[CH3:25]. The yield is 1.00. (2) The reactants are Br[C:2]1[CH:3]=[C:4]([NH:10][C:11]2[N:12]=[CH:13][N:14]([CH:16]3[CH2:21][CH2:20][N:19]([CH:22]4[CH2:25][O:24][CH2:23]4)[CH2:18][CH2:17]3)[CH:15]=2)[C:5](=[O:9])[N:6]([CH3:8])[CH:7]=1.[C:26]([O:29][CH2:30][C:31]1[C:32]([N:46]2[CH2:58][CH2:57][N:49]3[C:50]4[CH2:51][CH2:52][CH2:53][CH2:54][C:55]=4[CH:56]=[C:48]3[C:47]2=[O:59])=[N:33][CH:34]=[CH:35][C:36]=1B1OC(C)(C)C(C)(C)O1)(=[O:28])[CH3:27].[O-]P([O-])([O-])=O.[K+].[K+].[K+].C([O-])(=O)C.[Na+]. The catalyst is C1C=CC(P(C2C=CC=CC=2)[C-]2C=CC=C2)=CC=1.C1C=CC(P(C2C=CC=CC=2)[C-]2C=CC=C2)=CC=1.Cl[Pd]Cl.[Fe+2].C(#N)C.O. The product is [C:26]([O:29][CH2:30][C:31]1[C:32]([N:46]2[CH2:58][CH2:57][N:49]3[C:50]4[CH2:51][CH2:52][CH2:53][CH2:54][C:55]=4[CH:56]=[C:48]3[C:47]2=[O:59])=[N:33][CH:34]=[CH:35][C:36]=1[C:2]1[CH:3]=[C:4]([NH:10][C:11]2[N:12]=[CH:13][N:14]([CH:16]3[CH2:21][CH2:20][N:19]([CH:22]4[CH2:25][O:24][CH2:23]4)[CH2:18][CH2:17]3)[CH:15]=2)[C:5](=[O:9])[N:6]([CH3:8])[CH:7]=1)(=[O:28])[CH3:27]. The yield is 0.200.